Dataset: Experimentally validated miRNA-target interactions with 360,000+ pairs, plus equal number of negative samples. Task: Binary Classification. Given a miRNA mature sequence and a target amino acid sequence, predict their likelihood of interaction. (1) The miRNA is hsa-miR-4450 with sequence UGGGGAUUUGGAGAAGUGGUGA. The protein sequence of the target gene is MATTATCTRFTDDYQLFEELGKGAFSVVRRCVKKTSTQEYAAKIINTKKLSARDHQKLEREARICRLLKHPNIVRLHDSISEEGFHYLVFDLVTGGELFEDIVAREYYSEADASHCIHQILESVNHIHQHDIVHRDLKPENLLLASKCKGAAVKLADFGLAIEVQGEQQAWFGFAGTPGYLSPEVLRKDPYGKPVDIWACGVILYILLVGYPPFWDEDQHKLYQQIKAGAYDFPSPEWDTVTPEAKNLINQMLTINPAKRITADQALKHPWVCQRSTVASMMHRQETVECLRKFNARRKL.... Result: 0 (no interaction). (2) Result: 0 (no interaction). The miRNA is mmu-miR-130b-3p with sequence CAGUGCAAUGAUGAAAGGGCAU. The protein sequence of the target gene is MGTEKKEGLPKEETSEDSKPHGQTVEKLAQEVCHGHEFGEASEEDMSEGHLRESSKEIIEKRYPQERHFASGLLIFKKSSSGEKTSENPRGFNPNPSVLCHGGAERASACAASGHNCLGSIELTKAQGPPVGEKPHTCKECGKAFNQNSHLIQHMRVHSGEKPFECKECGKTFGTNSSLRRHQRIHAGEKPFACTECGKAFIQSSHLIHHHRIHTGERPYKCEECGKAFSQNSALILHQRIHTGEKPYECNECGKTFRVSSQLIQHQRIHTEERYHECSECGKAFKHSSGLIRHQKIHTG.... (3) The miRNA is hsa-miR-6727-3p with sequence UCCUGCCACCUCCUCCGCAG. The protein sequence of the target gene is MVEAIVEFDYQAQHDDELTISVGEIITNIRKEDGGWWEGQINGRRGLFPDNFVREIKKEMKKDPLTNKAPEKPLHEVPSGNSLLSSETILRTNKRGERRRRRCQVAFSYLPQNDDELELKVGDIIEVVGEVEEGWWEGVLNGKTGMFPSNFIKELSGESDELGISQDEQLSKSSLRETTGSESDGGDSSSTKSEGANGTVATAAIQPKKVKGVGFGDIFKDKPIKLRPRSIEVENDFLPVEKTIGKKLPATTATPDSSKTEMDSRTKSKDYCKVIFPYEAQNDDELTIKEGDIVTLINKD.... Result: 0 (no interaction). (4) The miRNA is hsa-miR-5011-5p with sequence UAUAUAUACAGCCAUGCACUC. The protein sequence of the target gene is MKLKLNVLTIILLPVHLLITIYSALIFIPWYFLTNAKKKNAMAKRIKAKPTSDKPGSPYRSVTHFDSLAVIDIPGADTLDKLFDHAVSKFGKKDSLGTREILSEENEMQPNGKVFKKLILGNYKWMNYLEVNRRVNNFGSGLTALGLKPKNTIAIFCETRAEWMIAAQTCFKYNFPLVTLYATLGKEAVVHGLNESEASYLITSVELLESKLKTALLDISCVKHIIYVDNKAINKAEYPEGFEIHSMQSVEELGSNPENLGIPPSRPTPSDMAIVMYTSGSTGRPKGVMMHHSNLIAGMT.... Result: 1 (interaction). (5) The miRNA is hsa-miR-6890-3p with sequence CCACUGCCUAUGCCCCACAG. The protein sequence of the target gene is MNLRSVFTVEQQRILQRYYENGMTNQSKNCFQLILQCAQETKLDFSVVRTWVGNKRRKMSSKNSESGTATTGTSLSAPDITVRNVVNIARPSSQQSSWTSANNDVIVTGIYSPASSSSRQGTNKHTDTQITEAHKIPIQKTATKNDTEFQLHIPVQRQVAHCKNASLLLGEKTIILSRQTSVLNAGNSVFNHAKKNYGNSSVQASEMTVPQKPSVCHRPCKIEPVGIQRSYKPEHTGPALHNLCGQKPTIRDPYCRTQNLEIREVFSLAVSDYPQRILGGNAPQKPSSAEGNCLSIAMET.... Result: 0 (no interaction). (6) The miRNA is hsa-miR-20a-5p with sequence UAAAGUGCUUAUAGUGCAGGUAG. The protein sequence of the target gene is MAAPEERDLTQEQTEKLLQFQDLTGIESMDQCRHTLEQHNWNIEAAVQDRLNEQEGVPSVFNPPPSRPLQVNTADHRIYSYVVSRPQPRGLLGWGYYLIMLPFRFTYYTILDIFRFALRFIRPDPRSRVTDPVGDIVSFMHSFEEKYGRAHPVFYQGTYSQALNDAKRELRFLLVYLHGDDHQDSDEFCRNTLCAPEVISLINTRMLFWACSTNKPEGYRVSQALRENTYPFLAMIMLKDRRMTVVGRLEGLIQPDDLINQLTFIMDANQTYLVSERLEREERNQTQVLRQQQDEAYLAS.... Result: 1 (interaction).